From a dataset of Reaction yield outcomes from USPTO patents with 853,638 reactions. Predict the reaction yield, written as a fraction of the theoretical maximum amount of product (1.0 means a 100% yield; for example, 0.34 means a 34% yield). (1) The reactants are [Br:1][C:2]1[N:7]=[CH:6][C:5]([NH2:8])=[CH:4][CH:3]=1.[I:9]I.CCCCCC. The catalyst is CCO.[O-]S([O-])(=O)=O.[Ag+].[Ag+]. The product is [Br:1][C:2]1[N:7]=[C:6]([I:9])[C:5]([NH2:8])=[CH:4][CH:3]=1. The yield is 0.650. (2) The reactants are [N+:1]([C:4]1[CH:9]=[CH:8][CH:7]=[CH:6][C:5]=1[OH:10])([O-:3])=[O:2].[F-].[Cs+].S(C1C=CC([N+]([O-])=O)=CC=1)(O[CH2:17][C@H:18]1[O:20][CH2:19]1)(=O)=O.O. The catalyst is CN(C=O)C. The product is [N+:1]([C:4]1[CH:9]=[CH:8][CH:7]=[CH:6][C:5]=1[O:10][CH2:17][C@H:18]1[O:20][CH2:19]1)([O-:3])=[O:2]. The yield is 0.900. (3) The reactants are [C:1]([O:5][C:6](=[O:15])[NH:7][CH2:8][CH2:9][CH2:10][NH:11][C:12]([NH2:14])=[S:13])([CH3:4])([CH3:3])[CH3:2].CO[CH:18](OC)[N:19]([CH3:21])[CH3:20]. No catalyst specified. The product is [C:1]([O:5][C:6](=[O:15])[NH:7][CH2:8][CH2:9][CH2:10][NH:11][C:12]([N:14]=[CH:18][N:19]([CH3:21])[CH3:20])=[S:13])([CH3:4])([CH3:2])[CH3:3]. The yield is 0.900. (4) The reactants are [C:1]1([C:7]2[N:11]([C:12]([C:25]3[CH:30]=[CH:29][CH:28]=[CH:27][CH:26]=3)([C:19]3[CH:24]=[CH:23][CH:22]=[CH:21][CH:20]=3)[C:13]3[CH:18]=[CH:17][CH:16]=[CH:15][CH:14]=3)[N:10]=[N:9][N:8]=2)[CH:6]=[CH:5][CH:4]=[CH:3][CH:2]=1.[B:31](OC(C)C)([O:36]C(C)C)[O:32]C(C)C. The catalyst is C(O)(=O)C. The product is [C:12]([N:11]1[C:7]([C:1]2[CH:6]=[CH:5][CH:4]=[CH:3][C:2]=2[B:31]([OH:36])[OH:32])=[N:8][N:9]=[N:10]1)([C:25]1[CH:26]=[CH:27][CH:28]=[CH:29][CH:30]=1)([C:13]1[CH:18]=[CH:17][CH:16]=[CH:15][CH:14]=1)[C:19]1[CH:20]=[CH:21][CH:22]=[CH:23][CH:24]=1. The yield is 0.690. (5) The reactants are [C:1]([C:4]1[CH:5]=[C:6]([C:22]([NH:24][CH2:25][C:26]2[CH:31]=[CH:30][C:29]([S:32]([CH3:35])(=[O:34])=[O:33])=[CH:28][CH:27]=2)=[O:23])[C:7](=[O:21])[N:8]([C:11]2[CH:16]=[CH:15][CH:14]=[C:13]([C:17]([F:20])([F:19])[F:18])[CH:12]=2)[C:9]=1[CH3:10])(=[O:3])[CH3:2].CC(CC)[O-].CC(CC)[O-].CC(CC)[O-].[Al+3].O. The catalyst is C(O)(C)C. The product is [OH:3][CH:1]([C:4]1[CH:5]=[C:6]([C:22]([NH:24][CH2:25][C:26]2[CH:27]=[CH:28][C:29]([S:32]([CH3:35])(=[O:33])=[O:34])=[CH:30][CH:31]=2)=[O:23])[C:7](=[O:21])[N:8]([C:11]2[CH:16]=[CH:15][CH:14]=[C:13]([C:17]([F:20])([F:18])[F:19])[CH:12]=2)[C:9]=1[CH3:10])[CH3:2]. The yield is 0.740. (6) The reactants are [NH:1]1[C:5]2=[N:6][CH:7]=[C:8]([C:10]([OH:12])=[O:11])[CH:9]=[C:4]2[CH:3]=[CH:2]1.[Cl:13]N1C(=O)CCC1=O. The catalyst is CN(C)C=O.O. The product is [Cl:13][C:3]1[C:4]2[C:5](=[N:6][CH:7]=[C:8]([C:10]([OH:12])=[O:11])[CH:9]=2)[NH:1][CH:2]=1. The yield is 0.550. (7) The product is [C:1]1([N:7]2[C:11]([C:12]3[CH:17]=[CH:16][CH:15]=[CH:14][CH:13]=3)=[C:10]([CH2:18][OH:19])[CH:9]=[N:8]2)[CH:6]=[CH:5][CH:4]=[CH:3][CH:2]=1. The yield is 0.990. The catalyst is O1CCCC1. The reactants are [C:1]1([N:7]2[C:11]([C:12]3[CH:17]=[CH:16][CH:15]=[CH:14][CH:13]=3)=[C:10]([C:18](OCC)=[O:19])[CH:9]=[N:8]2)[CH:6]=[CH:5][CH:4]=[CH:3][CH:2]=1.[H-].C([Al+]CC(C)C)C(C)C.Cl.